Dataset: Catalyst prediction with 721,799 reactions and 888 catalyst types from USPTO. Task: Predict which catalyst facilitates the given reaction. (1) Reactant: [Cl:1][C:2]1[CH:7]=[CH:6][C:5]([C:8]2[C:17]3[C:12](=[CH:13][CH:14]=[CH:15][CH:16]=3)[C:11](=[O:18])[N:10]([CH2:19][C:20]3[CH:25]=[CH:24][C:23]([CH:26]([CH:30]4[CH2:34][CH2:33][CH2:32][CH2:31]4)[C:27](O)=[O:28])=[CH:22][CH:21]=3)[N:9]=2)=[CH:4][CH:3]=1.Cl.[NH2:36][CH2:37][C:38]1[CH:43]=[CH:42][C:41]([C:44]([O:46][CH3:47])=[O:45])=[CH:40][CH:39]=1.O.ON1C2C=CC=CC=2N=N1.Cl.CN(C)CCCN=C=NCC.C(N(CC)CC)C.Cl. Product: [Cl:1][C:2]1[CH:3]=[CH:4][C:5]([C:8]2[C:17]3[C:12](=[CH:13][CH:14]=[CH:15][CH:16]=3)[C:11](=[O:18])[N:10]([CH2:19][C:20]3[CH:21]=[CH:22][C:23]([CH:26]([CH:30]4[CH2:34][CH2:33][CH2:32][CH2:31]4)[C:27]([NH:36][CH2:37][C:38]4[CH:39]=[CH:40][C:41]([C:44]([O:46][CH3:47])=[O:45])=[CH:42][CH:43]=4)=[O:28])=[CH:24][CH:25]=3)[N:9]=2)=[CH:6][CH:7]=1. The catalyst class is: 4. (2) Reactant: [NH2:1][C:2]1[CH:3]=[C:4]([N:8]([CH2:16][C:17]2[CH:22]=[CH:21][CH:20]=[C:19]([O:23][C:24]([F:29])([F:28])[CH:25]([F:27])[F:26])[CH:18]=2)[CH2:9][CH:10]([OH:15])[C:11]([F:14])([F:13])[F:12])[CH:5]=[CH:6][CH:7]=1.C(N(CC)CC)C.[F:37][C:38]1[CH:46]=[CH:45][C:41]([C:42](Cl)=[O:43])=[CH:40][CH:39]=1. Product: [F:37][C:38]1[CH:46]=[CH:45][C:41]([C:42]([NH:1][C:2]2[CH:7]=[CH:6][CH:5]=[C:4]([N:8]([CH2:16][C:17]3[CH:22]=[CH:21][CH:20]=[C:19]([O:23][C:24]([F:28])([F:29])[CH:25]([F:26])[F:27])[CH:18]=3)[CH2:9][CH:10]([OH:15])[C:11]([F:14])([F:13])[F:12])[CH:3]=2)=[O:43])=[CH:40][CH:39]=1. The catalyst class is: 4. (3) Reactant: [CH:1]([O:4][C:5]([O:7][C:8]1[CH:16]=[CH:15][CH:14]=[CH:13][C:9]=1[C:10](O)=[O:11])=[O:6])([CH3:3])[CH3:2].S(Cl)([Cl:19])=O. Product: [CH:1]([O:4][C:5]([O:7][C:8]1[CH:16]=[CH:15][CH:14]=[CH:13][C:9]=1[C:10]([Cl:19])=[O:11])=[O:6])([CH3:3])[CH3:2]. The catalyst class is: 272. (4) Reactant: [F:1][C:2]1[CH:7]=[CH:6][C:5]([N+:8]([O-:10])=[O:9])=[CH:4][CH:3]=1.Cl[CH2:12][S:13]([C:16]1[C:25]2[C:20](=[CH:21][CH:22]=[CH:23][CH:24]=2)[CH:19]=[CH:18][CH:17]=1)(=[O:15])=[O:14].CC([O-])(C)C.[K+]. Product: [F:1][C:2]1[CH:7]=[CH:6][C:5]([N+:8]([O-:10])=[O:9])=[C:4]([CH:3]=1)[CH2:12][S:13]([C:16]1[C:25]2[C:20](=[CH:21][CH:22]=[CH:23][CH:24]=2)[CH:19]=[CH:18][CH:17]=1)(=[O:14])=[O:15]. The catalyst class is: 1. (5) Reactant: [Cl-].C(CCC[P+](C1C=CC=CC=1)(C1C=CC=CC=1)C1C=CC=CC=1)#N.C1(P(C2C=CC=CC=2)C2C=CC=CC=2)C=CC=CC=1.Cl[CH2:46][CH2:47][CH2:48][C:49]#[N:50].C(=O)([O-])[O-].[K+].[K+].[CH3:57][C:58]1[C:62]([CH3:64])([CH3:63])[C@H:61]([CH2:65][CH:66]=O)[CH2:60][CH:59]=1.C(O)(=O)C1C=CC=CC=1. Product: [CH3:63][C:62]1([CH3:64])[C:58]([CH3:57])=[CH:59][CH2:60][CH:61]1[CH2:65][CH:66]=[CH:46][CH2:47][CH2:48][C:49]#[N:50]. The catalyst class is: 11. (6) Reactant: [CH3:1][C:2]1[C:6]([CH2:7][O:8][C:9]2[CH:14]=[CH:13][C:12]([S:15]([NH:18][C:19]3[N:24]=[C:23]([CH3:25])[CH:22]=[C:21]([CH3:26])[N:20]=3)(=[O:17])=[O:16])=[CH:11][CH:10]=2)=[C:5]([CH3:27])[O:4][N:3]=1.[C:28](N=C(N(C)C)N(C)C)([CH3:31])([CH3:30])[CH3:29].BrCC(C)C. Product: [CH3:1][C:2]1[C:6]([CH2:7][O:8][C:9]2[CH:14]=[CH:13][C:12]([S:15]([N:18]([C:19]3[N:24]=[C:23]([CH3:25])[CH:22]=[C:21]([CH3:26])[N:20]=3)[CH2:29][CH:28]([CH3:31])[CH3:30])(=[O:16])=[O:17])=[CH:11][CH:10]=2)=[C:5]([CH3:27])[O:4][N:3]=1. The catalyst class is: 10.